Dataset: Full USPTO retrosynthesis dataset with 1.9M reactions from patents (1976-2016). Task: Predict the reactants needed to synthesize the given product. Given the product [OH:16][C:13]([CH3:15])([CH3:14])[CH2:12][N:8]1[C:7](=[O:17])[C:6]2([CH3:22])[CH2:18][O:19][CH2:20][CH2:21][N:5]2[C:4]2[N:3]=[C:2]([C:31]3[CH:30]=[CH:29][C:28]([NH:27][C:25]([NH:24][CH3:23])=[O:26])=[CH:33][CH:32]=3)[N:11]=[CH:10][C:9]1=2, predict the reactants needed to synthesize it. The reactants are: Cl[C:2]1[N:11]=[CH:10][C:9]2[N:8]([CH2:12][C:13]([OH:16])([CH3:15])[CH3:14])[C:7](=[O:17])[C:6]3([CH3:22])[CH2:18][O:19][CH2:20][CH2:21][N:5]3[C:4]=2[N:3]=1.[CH3:23][NH:24][C:25]([NH:27][C:28]1[CH:33]=[CH:32][C:31](B2OC(C)(C)C(C)(C)O2)=[CH:30][CH:29]=1)=[O:26].C([O-])(O)=O.[Na+].